Predict the product of the given reaction. From a dataset of Forward reaction prediction with 1.9M reactions from USPTO patents (1976-2016). (1) Given the reactants Cl.[C:2]1([C:8](=[N:15][CH2:16][C:17]2([C:30](=[O:39])[NH:31][C:32]3[CH:37]=[CH:36][C:35]([CH3:38])=[CH:34][N:33]=3)[CH2:22][CH2:21][N:20](C(OC(C)(C)C)=O)[CH2:19][CH2:18]2)[C:9]2[CH:14]=[CH:13][CH:12]=[CH:11][CH:10]=2)[CH:7]=[CH:6][CH:5]=[CH:4][CH:3]=1, predict the reaction product. The product is: [C:9]1([C:8](=[N:15][CH2:16][C:17]2([C:30]([NH:31][C:32]3[CH:37]=[CH:36][C:35]([CH3:38])=[CH:34][N:33]=3)=[O:39])[CH2:22][CH2:21][NH:20][CH2:19][CH2:18]2)[C:2]2[CH:3]=[CH:4][CH:5]=[CH:6][CH:7]=2)[CH:14]=[CH:13][CH:12]=[CH:11][CH:10]=1. (2) Given the reactants CC1(C)C(C)(C)OB([C:9]2[CH2:10][CH2:11][N:12]([C:15]([O:17][C:18]([CH3:21])([CH3:20])[CH3:19])=[O:16])[CH2:13][CH:14]=2)O1.C([O-])([O-])=O.[K+].[K+].Br[C:30]1[C:31]([F:43])=[CH:32][C:33]([F:42])=[C:34]([NH:36][C:37](=[O:41])[CH:38]([CH3:40])[CH3:39])[CH:35]=1, predict the reaction product. The product is: [F:43][C:31]1[CH:32]=[C:33]([F:42])[C:34]([NH:36][C:37](=[O:41])[CH:38]([CH3:39])[CH3:40])=[CH:35][C:30]=1[C:9]1[CH2:10][CH2:11][N:12]([C:15]([O:17][C:18]([CH3:19])([CH3:20])[CH3:21])=[O:16])[CH2:13][CH:14]=1. (3) Given the reactants [C:1]([N:5]1[CH2:26][CH2:25][CH2:24][CH2:23][C:8]2[CH:9]=[C:10]3[C:19]4[CH:18]=[C:17](Br)[C:16]([O:21][CH3:22])=[CH:15][C:14]=4[CH2:13][CH2:12][N:11]3[C:7]=2[C:6]1=[O:27])([CH3:4])([CH3:3])[CH3:2].C([Li])CCC.C1C=CC(S(N(S(C2C=CC=CC=2)(=O)=O)[F:43])(=O)=O)=CC=1.O, predict the reaction product. The product is: [C:1]([N:5]1[CH2:26][CH2:25][CH2:24][CH2:23][C:8]2[CH:9]=[C:10]3[C:19]4[CH:18]=[C:17]([F:43])[C:16]([O:21][CH3:22])=[CH:15][C:14]=4[CH2:13][CH2:12][N:11]3[C:7]=2[C:6]1=[O:27])([CH3:4])([CH3:3])[CH3:2]. (4) Given the reactants [N:1]1[NH:2][N:3]=[N:4][C:5]=1[C:6]1[CH:14]=[CH:13][C:9]([C:10](O)=[O:11])=[CH:8][CH:7]=1.[C:15]1(C)C=CC=CC=1.[CH3:22][OH:23].[Si](C=[N+]=[N-])(C)(C)C, predict the reaction product. The product is: [CH3:22][O:23][C:10](=[O:11])[C:9]1[CH:13]=[CH:14][C:6]([C:5]2[N:4]=[N:3][N:2]([CH3:15])[N:1]=2)=[CH:7][CH:8]=1. (5) Given the reactants Cl.Cl.[CH2:3]([O:5][C:6]([C@H:8]1[CH2:13][CH2:12][C@H:11]([NH2:14])[CH2:10][CH2:9]1)=[O:7])[CH3:4].[C:15](=O)([O-])[O-].[K+].[K+], predict the reaction product. The product is: [CH2:3]([O:5][C:6]([C@H:8]1[CH2:13][CH2:12][C@H:11]([NH2:14])[CH2:10][CH2:9]1)=[O:7])[CH:4]=[CH2:15].